Predict the reactants needed to synthesize the given product. From a dataset of Full USPTO retrosynthesis dataset with 1.9M reactions from patents (1976-2016). (1) The reactants are: [OH:1][CH2:2][C@@H:3]1[C@H:8]([CH3:9])[CH2:7][CH2:6][CH2:5][N:4]1[C:10]([C:12]1[N:13]=[C:14]([CH3:24])[S:15][C:16]=1[C:17]1[CH:22]=[CH:21][C:20]([F:23])=[CH:19][CH:18]=1)=[O:11].CC(OI1(OC(C)=O)(OC(C)=O)OC(=O)C2C=CC=CC1=2)=O. Given the product [F:23][C:20]1[CH:21]=[CH:22][C:17]([C:16]2[S:15][C:14]([CH3:24])=[N:13][C:12]=2[C:10]([N:4]2[CH2:5][CH2:6][CH2:7][CH:8]([CH3:9])[CH:3]2[CH:2]=[O:1])=[O:11])=[CH:18][CH:19]=1, predict the reactants needed to synthesize it. (2) Given the product [F:11][C:10]([F:13])([F:12])[C:9]([C:3]1[CH:4]=[C:5]([CH3:8])[CH:6]=[CH:7][C:2]=1[I:28])([OH:18])[C:14]([F:17])([F:16])[F:15], predict the reactants needed to synthesize it. The reactants are: N[C:2]1[CH:7]=[CH:6][C:5]([CH3:8])=[CH:4][C:3]=1[C:9]([OH:18])([C:14]([F:17])([F:16])[F:15])[C:10]([F:13])([F:12])[F:11].S(=O)(=O)(O)O.N([O-])=O.[Na+].[I-:28].[K+]. (3) Given the product [CH:1]1([C:15](=[O:18])[CH2:14][C:8]2[CH:13]=[CH:12][CH:11]=[CH:10][CH:9]=2)[CH2:5][CH2:4][CH2:3][CH2:2]1, predict the reactants needed to synthesize it. The reactants are: [CH:1]1([Mg]Cl)[CH2:5][CH2:4][CH2:3][CH2:2]1.[C:8]1([CH2:14][C:15]#N)[CH:13]=[CH:12][CH:11]=[CH:10][CH:9]=1.Cl.[O:18]1CCCC1. (4) Given the product [CH3:18][C:19]1[CH:24]=[C:23]([CH3:25])[CH:22]=[CH:21][C:20]=1[C:2]1[N:3]=[C:4]2[CH:9]=[CH:8][CH:7]=[C:6]([N:10]([CH2:14][CH2:15][CH3:16])[CH2:11][CH2:12][CH3:13])[N:5]2[CH:17]=1, predict the reactants needed to synthesize it. The reactants are: Br[C:2]1[N:3]=[C:4]2[CH:9]=[CH:8][CH:7]=[C:6]([N:10]([CH2:14][CH2:15][CH3:16])[CH2:11][CH2:12][CH3:13])[N:5]2[CH:17]=1.[CH3:18][C:19]1[CH:24]=[C:23]([CH3:25])[CH:22]=[CH:21][C:20]=1B(O)O.CC([O-])(C)C.[K+]. (5) Given the product [F:27][C:28]([F:36])([F:35])[C:29]([C:30]1[N:32]=[CH:13][C:12]2[CH2:11][CH2:10][C:9]3[N:15]=[C:16]([NH:18][C:19]([N:21]4[CH:25]=[CH:24][N:23]=[CH:22]4)=[O:20])[S:17][C:8]=3[C:7]=2[N:31]=1)([CH3:34])[CH3:33], predict the reactants needed to synthesize it. The reactants are: C(C1N=[CH:13][C:12]2[CH2:11][CH2:10][C:9]3[N:15]=[C:16]([NH:18][C:19]([N:21]4[CH:25]=[CH:24][N:23]=[CH:22]4)=[O:20])[S:17][C:8]=3[C:7]=2N=1)(C)(C)C.Cl.[F:27][C:28]([F:36])([F:35])[C:29]([CH3:34])([CH3:33])[C:30]([NH2:32])=[NH:31].